From a dataset of Forward reaction prediction with 1.9M reactions from USPTO patents (1976-2016). Predict the product of the given reaction. (1) Given the reactants Br[CH2:2][CH2:3][CH2:4][CH2:5][CH2:6][CH2:7][CH2:8][CH2:9][CH2:10][CH2:11][CH2:12][CH3:13].[OH:14][C:15]1[CH:22]=[CH:21][C:18]([CH:19]=[O:20])=[CH:17][CH:16]=1.C(=O)([O-])[O-].[K+].[K+], predict the reaction product. The product is: [CH2:2]([O:14][C:15]1[CH:22]=[CH:21][C:18]([CH:19]=[O:20])=[CH:17][CH:16]=1)[CH2:3][CH2:4][CH2:5][CH2:6][CH2:7][CH2:8][CH2:9][CH2:10][CH2:11][CH2:12][CH3:13]. (2) Given the reactants C([O:4][C:5]1[CH:10]=[CH:9][C:8]([CH2:11][S:12]([CH2:14][CH2:15][N:16]2[CH:20]=[CH:19][N:18]=[N:17]2)=[O:13])=[CH:7][CH:6]=1)C=C.CN1C(=O)CC(=O)N(C)C1=O, predict the reaction product. The product is: [N:16]1([CH2:15][CH2:14][S:12]([CH2:11][C:8]2[CH:7]=[CH:6][C:5]([OH:4])=[CH:10][CH:9]=2)=[O:13])[CH:20]=[CH:19][N:18]=[N:17]1. (3) Given the reactants [CH3:1][O:2][C:3](=[O:15])[C:4](=O)[CH:5]=[CH:6][C:7]1[CH:12]=[CH:11][CH:10]=[CH:9][C:8]=1[Cl:13].Cl.[Br:17][C:18]1[CH:19]=[C:20]([NH:24][NH2:25])[CH:21]=[CH:22][CH:23]=1, predict the reaction product. The product is: [CH3:1][O:2][C:3]([C:4]1[CH2:5][CH:6]([C:7]2[CH:12]=[CH:11][CH:10]=[CH:9][C:8]=2[Cl:13])[N:24]([C:20]2[CH:21]=[CH:22][CH:23]=[C:18]([Br:17])[CH:19]=2)[N:25]=1)=[O:15]. (4) The product is: [CH3:1][O:2][C:3](=[O:22])[CH2:4][O:5][C:6]1[CH:11]=[CH:10][C:9]([NH:12][CH3:13])=[CH:8][C:7]=1[CH3:21]. Given the reactants [CH3:1][O:2][C:3](=[O:22])[CH2:4][O:5][C:6]1[CH:11]=[CH:10][C:9]([N:12](C(OC(C)(C)C)=O)[CH3:13])=[CH:8][C:7]=1[CH3:21].C(O)(C(F)(F)F)=O, predict the reaction product. (5) Given the reactants Cl[C:2]1[C:3]([C:20]#[N:21])=[C:4]([C:14]2[CH:19]=[CH:18][CH:17]=[CH:16][CH:15]=2)[C:5]2[C:10](=[O:11])[NH:9][C:8](=[O:12])[NH:7][C:6]=2[N:13]=1.[S-2:22].[Na+].[Na+].Cl[CH2:26][C:27]1[N:28]=[C:29]([C:32]2[CH:37]=[CH:36][C:35]([Cl:38])=[CH:34][CH:33]=2)[S:30][CH:31]=1.C(=O)(O)[O-].[Na+], predict the reaction product. The product is: [Cl:38][C:35]1[CH:36]=[CH:37][C:32]([C:29]2[S:30][CH:31]=[C:27]([CH2:26][S:22][C:2]3[C:3]([C:20]#[N:21])=[C:4]([C:14]4[CH:19]=[CH:18][CH:17]=[CH:16][CH:15]=4)[C:5]4[C:10](=[O:11])[NH:9][C:8](=[O:12])[NH:7][C:6]=4[N:13]=3)[N:28]=2)=[CH:33][CH:34]=1. (6) Given the reactants [Cl:1][C:2]1[N:7]=[C:6]2[N:8]([CH:12]3[CH2:15][CH2:14][CH2:13]3)[C:9]([NH2:11])=[N:10][C:5]2=[CH:4][CH:3]=1.[CH2:16]([O:20][C:21](Cl)=[O:22])[CH:17]([CH3:19])[CH3:18].C(N(CC)C(C)C)(C)C, predict the reaction product. The product is: [Cl:1][C:2]1[N:7]=[C:6]2[N:8]([CH:12]3[CH2:15][CH2:14][CH2:13]3)[C:9]([NH:11][C:21](=[O:22])[O:20][CH2:16][CH:17]([CH3:19])[CH3:18])=[N:10][C:5]2=[CH:4][CH:3]=1. (7) Given the reactants [NH2:1][C:2]1[CH:3]=[CH:4][C:5]2[O:10][CH2:9][CH2:8][N:7]([C:11]3[S:12][C:13]4[C:14](=[O:22])[NH:15][C:16]([CH3:21])([CH3:20])[CH2:17][C:18]=4[N:19]=3)[C:6]=2[CH:23]=1.Br[C:25]1[CH:26]=[CH:27][C:28]([CH3:31])=[N:29][CH:30]=1.CC(C)([O-])C.[Na+], predict the reaction product. The product is: [CH3:20][C:16]1([CH3:21])[NH:15][C:14](=[O:22])[C:13]2[S:12][C:11]([N:7]3[C:6]4[CH:23]=[C:2]([NH:1][C:25]5[CH:30]=[N:29][C:28]([CH3:31])=[CH:27][CH:26]=5)[CH:3]=[CH:4][C:5]=4[O:10][CH2:9][CH2:8]3)=[N:19][C:18]=2[CH2:17]1.